From a dataset of Forward reaction prediction with 1.9M reactions from USPTO patents (1976-2016). Predict the product of the given reaction. Given the reactants [CH3:1][O:2][C:3]([CH:5]1[CH2:9][C:8](=[O:10])[N:7]([C:11]2[CH:16]=[CH:15][C:14]([O:17]O)=[CH:13][CH:12]=2)[CH2:6]1)=[O:4].[F:19][C:20]1[CH:27]=[CH:26][C:23]([CH2:24]Br)=[CH:22][CH:21]=1.C(=O)([O-])[O-].[K+].[K+], predict the reaction product. The product is: [CH3:1][O:2][C:3]([CH:5]1[CH2:9][C:8](=[O:10])[N:7]([C:11]2[CH:16]=[CH:15][C:14]([O:17][CH2:24][C:23]3[CH:26]=[CH:27][C:20]([F:19])=[CH:21][CH:22]=3)=[CH:13][CH:12]=2)[CH2:6]1)=[O:4].